From a dataset of Forward reaction prediction with 1.9M reactions from USPTO patents (1976-2016). Predict the product of the given reaction. (1) Given the reactants [O:1]=[C:2]1[N:6]([CH:7]2[CH2:12][CH2:11][N:10]([C:13](OC(C)(C)C)=O)[CH2:9][CH2:8]2)[C:5]2[CH:20]=[CH:21][C:22]([C:24]3[NH:28][N:27]=[N:26][N:25]=3)=[CH:23][C:4]=2[NH:3]1.FC(F)(F)C(O)=O.C(N(CC)CC)C.[CH:43]1[C:48]([C:49](CBr)=[O:50])=[CH:47][CH:46]=[C:45]([Cl:53])[CH:44]=1, predict the reaction product. The product is: [Cl:53][C:45]1[CH:46]=[CH:47][C:48]([C:49](=[O:50])[CH2:13][N:10]2[CH2:9][CH2:8][CH:7]([N:6]3[C:5]4[CH:20]=[CH:21][C:22]([C:24]5[NH:25][N:26]=[N:27][N:28]=5)=[CH:23][C:4]=4[NH:3][C:2]3=[O:1])[CH2:12][CH2:11]2)=[CH:43][CH:44]=1. (2) The product is: [CH2:1]([O:8][C:9]([N:11]1[CH2:20][CH2:19][C:18]2[C:13](=[CH:14][CH:15]=[CH:16][CH:17]=2)[C@H:12]1[C:21]1[CH:26]=[C:25]([Cl:27])[CH:24]=[CH:23][C:22]=1[O:28][CH2:29][C:30]([NH:41][NH2:49])=[O:32])=[O:10])[C:2]1[CH:7]=[CH:6][CH:5]=[CH:4][CH:3]=1. Given the reactants [CH2:1]([O:8][C:9]([N:11]1[CH2:20][CH2:19][C:18]2[C:13](=[CH:14][CH:15]=[CH:16][CH:17]=2)[C@H:12]1[C:21]1[CH:26]=[C:25]([Cl:27])[CH:24]=[CH:23][C:22]=1[O:28][CH2:29][C:30]([OH:32])=O)=[O:10])[C:2]1[CH:7]=[CH:6][CH:5]=[CH:4][CH:3]=1.CN(C(O[N:41]1[N:49]=NC2C=CC=CC1=2)=[N+](C)C)C.[B-](F)(F)(F)F.CCN(C(C)C)C(C)C.NN.C1COCC1, predict the reaction product. (3) Given the reactants Br[C:2]1[S:6][C:5]([C:7]([NH2:9])=[O:8])=[C:4]([NH:10][CH2:11][C:12]2[CH:17]=[CH:16][CH:15]=[CH:14][N:13]=2)[CH:3]=1.CO[C:20](OC)([CH3:22])[CH3:21].CC1(C)C2(CS(O)(=O)=O)C(CC1CC2)=O.[O-]S([O-])(=O)=O.[Mg+2].C([O-])(O)=O.[Na+].[CH3:51][C:52]1[C:56](B2OC(C)(C)C(C)(C)O2)=[CH:55][N:54](C(OC(C)(C)C)=O)[N:53]=1.C(=O)([O-])[O-].[Na+].[Na+], predict the reaction product. The product is: [CH3:21][C:20]1([CH3:22])[N:10]([CH2:11][C:12]2[CH:17]=[CH:16][CH:15]=[CH:14][N:13]=2)[C:4]2[CH:3]=[C:2]([C:56]3[CH:55]=[N:54][NH:53][C:52]=3[CH3:51])[S:6][C:5]=2[C:7](=[O:8])[NH:9]1. (4) Given the reactants C([O:8][CH2:9][CH2:10][CH2:11][O:12][C:13]([C:15]1[CH:20]=[CH:19][C:18]([C:21]2[CH:26]=[CH:25][C:24]([O:27]CC3C=CC=CC=3)=[C:23]([O:35]CC3C=CC=CC=3)[CH:22]=2)=[CH:17][CH:16]=1)=[O:14])C1C=CC=CC=1.C, predict the reaction product. The product is: [OH:8][CH2:9][CH2:10][CH2:11][O:12][C:13]([C:15]1[CH:16]=[CH:17][C:18]([C:21]2[CH:26]=[CH:25][C:24]([OH:27])=[C:23]([OH:35])[CH:22]=2)=[CH:19][CH:20]=1)=[O:14].